Dataset: Forward reaction prediction with 1.9M reactions from USPTO patents (1976-2016). Task: Predict the product of the given reaction. (1) The product is: [CH2:1]([S:8][C:9]1[N:14]=[C:13]([Cl:36])[N:12]2[N:16]=[CH:17][C:18]([CH2:19][CH2:20][CH2:21][CH2:22][C:23]#[N:24])=[C:11]2[N:10]=1)[C:2]1[CH:7]=[CH:6][CH:5]=[CH:4][CH:3]=1. Given the reactants [CH2:1]([S:8][C:9]1[N:14]=[C:13](O)[N:12]2[N:16]=[CH:17][C:18]([CH2:19][CH2:20][CH2:21][CH2:22][C:23]#[N:24])=[C:11]2[N:10]=1)[C:2]1[CH:7]=[CH:6][CH:5]=[CH:4][CH:3]=1.CN(C)C1C=CC=CC=1.P(Cl)(Cl)([Cl:36])=O, predict the reaction product. (2) Given the reactants [CH2:1]([O:3][C:4]([C:6]1[N:7]([CH2:24][C:25]2[CH:30]=[CH:29][CH:28]=[C:27]([C:31]([F:34])([F:33])[F:32])[CH:26]=2)[C:8]2[C:13]([C:14]=1I)=[CH:12][C:11]([C:16]1[CH:21]=[CH:20][C:19]([O:22][CH3:23])=[CH:18][CH:17]=1)=[CH:10][CH:9]=2)=[O:5])[CH3:2].[C:35]([C:38]1[CH:39]=[C:40](B(O)O)[CH:41]=[CH:42][CH:43]=1)(=[O:37])[CH3:36].C([O-])([O-])=O.[Na+].[Na+], predict the reaction product. The product is: [CH2:1]([O:3][C:4]([C:6]1[N:7]([CH2:24][C:25]2[CH:30]=[CH:29][CH:28]=[C:27]([C:31]([F:34])([F:33])[F:32])[CH:26]=2)[C:8]2[C:13]([C:14]=1[C:42]1[CH:41]=[CH:40][CH:39]=[C:38]([C:35](=[O:37])[CH3:36])[CH:43]=1)=[CH:12][C:11]([C:16]1[CH:21]=[CH:20][C:19]([O:22][CH3:23])=[CH:18][CH:17]=1)=[CH:10][CH:9]=2)=[O:5])[CH3:2]. (3) Given the reactants [Na].C(O[C:5]([C:7]1[C:8]([N:15]([CH2:25][CH2:26][C:27]([O:29][CH2:30][CH3:31])=[O:28])[C:16]2[CH:17]=[C:18]3[C:22](=[CH:23][CH:24]=2)[CH2:21][CH2:20][CH2:19]3)=[N:9][C:10]([S:13][CH3:14])=[N:11][CH:12]=1)=[O:6])C.CC(C)([O-])C.[Na+].Cl, predict the reaction product. The product is: [CH2:30]([O:29][C:27]([CH:26]1[CH2:25][N:15]([C:16]2[CH:17]=[C:18]3[C:22](=[CH:23][CH:24]=2)[CH2:21][CH2:20][CH2:19]3)[C:8]2[N:9]=[C:10]([S:13][CH3:14])[N:11]=[CH:12][C:7]=2[C:5]1=[O:6])=[O:28])[CH3:31]. (4) Given the reactants Br[C:2]1[CH:7]=[CH:6][C:5]([F:8])=[C:4]([F:9])[CH:3]=1.C(=O)=O.[Li]CCCC.CON(C)[C:21]([CH:23]1[CH2:28][CH2:27][O:26][CH2:25][CH2:24]1)=[O:22], predict the reaction product. The product is: [F:9][C:4]1[C:5]([F:8])=[CH:6][CH:7]=[CH:2][C:3]=1[C:21]([CH:23]1[CH2:28][CH2:27][O:26][CH2:25][CH2:24]1)=[O:22]. (5) Given the reactants [N:1]1([C:6]2[N:11]=[C:10]([NH:12][C:13]3[CH:18]=[C:17]([Cl:19])[N:16]=[N:15][C:14]=3[C:20]([O:22]CC)=O)[CH:9]=[CH:8][CH:7]=2)[CH:5]=[CH:4][CH:3]=[N:2]1.[NH3:25], predict the reaction product. The product is: [N:1]1([C:6]2[N:11]=[C:10]([NH:12][C:13]3[CH:18]=[C:17]([Cl:19])[N:16]=[N:15][C:14]=3[C:20]([NH2:25])=[O:22])[CH:9]=[CH:8][CH:7]=2)[CH:5]=[CH:4][CH:3]=[N:2]1. (6) Given the reactants [CH2:1]([O:8][C:9]1[CH:14]=[CH:13][N:12]([C:15]2[CH:16]=[CH:17][C:18]3[O:27][C:26]4[CH2:25][CH2:24][N:23](C(OC(C)(C)C)=O)[CH2:22][C:21]=4[C:19]=3[CH:20]=2)[C:11](=[O:35])[CH:10]=1)[C:2]1[CH:7]=[CH:6][CH:5]=[CH:4][CH:3]=1.[ClH:36], predict the reaction product. The product is: [ClH:36].[CH2:1]([O:8][C:9]1[CH:14]=[CH:13][N:12]([C:15]2[CH:16]=[CH:17][C:18]3[O:27][C:26]4[CH2:25][CH2:24][NH:23][CH2:22][C:21]=4[C:19]=3[CH:20]=2)[C:11](=[O:35])[CH:10]=1)[C:2]1[CH:7]=[CH:6][CH:5]=[CH:4][CH:3]=1. (7) Given the reactants [CH3:1][O:2][C:3]1[CH:12]=[CH:11][C:10]2[NH:9][C:8](=[O:13])[C:7]3[S:14][CH:15]=[CH:16][C:6]=3[C:5]=2[C:4]=1[C:17]1[CH:22]=[CH:21][C:20]([C@H:23]([NH:26][C:27](=[O:33])[O:28][C:29]([CH3:32])([CH3:31])[CH3:30])[CH2:24][CH3:25])=[CH:19][CH:18]=1.[Cl:34]N1C(=O)CCC1=O, predict the reaction product. The product is: [Cl:34][C:11]1[C:10]2[NH:9][C:8](=[O:13])[C:7]3[S:14][CH:15]=[CH:16][C:6]=3[C:5]=2[C:4]([C:17]2[CH:22]=[CH:21][C:20]([C@H:23]([NH:26][C:27](=[O:33])[O:28][C:29]([CH3:32])([CH3:31])[CH3:30])[CH2:24][CH3:25])=[CH:19][CH:18]=2)=[C:3]([O:2][CH3:1])[CH:12]=1. (8) Given the reactants Br[C:2]1[CH:3]=[C:4]([N:9]2[C:17]3[CH:16]=[CH:15][N:14]([CH3:18])[C:13](=[O:19])[C:12]=3[N:11]=[CH:10]2)[CH:5]=[CH:6][C:7]=1[F:8].[F:20][C:21]1[C:26]([F:27])=[CH:25][CH:24]=[CH:23][C:22]=1B(O)O, predict the reaction product. The product is: [CH3:18][N:14]1[CH:15]=[CH:16][C:17]2[N:9]([C:4]3[CH:5]=[CH:6][C:7]([F:8])=[C:2]([C:25]4[CH:24]=[CH:23][CH:22]=[C:21]([F:20])[C:26]=4[F:27])[CH:3]=3)[CH:10]=[N:11][C:12]=2[C:13]1=[O:19]. (9) Given the reactants C(NCC)C.[Si:6]([O:13][CH2:14][CH2:15][CH2:16][C:17]1([CH3:32])[CH:26](C=O)[C:25](=[O:29])[C:24]2[C:19](=[CH:20][CH:21]=[C:22]([O:30][CH3:31])[CH:23]=2)[O:18]1)([C:9]([CH3:12])([CH3:11])[CH3:10])([CH3:8])[CH3:7].C1C2C(=CC=CC=2)C=CC=1S([N:46]=[N+:47]=[N-])(=O)=O.CC1C=CC(S(N=[N+]=[N-])(=O)=O)=CC=1.C1C2C(=CC=CC=2)C=CC=1S(Cl)(=O)=O, predict the reaction product. The product is: [Si:6]([O:13][CH2:14][CH2:15][CH2:16][C:17]1([CH3:32])[C:26](=[N+:46]=[N-:47])[C:25](=[O:29])[C:24]2[C:19](=[CH:20][CH:21]=[C:22]([O:30][CH3:31])[CH:23]=2)[O:18]1)([C:9]([CH3:12])([CH3:11])[CH3:10])([CH3:8])[CH3:7].